From a dataset of Full USPTO retrosynthesis dataset with 1.9M reactions from patents (1976-2016). Predict the reactants needed to synthesize the given product. (1) Given the product [CH2:19]([O:7][C:6](=[O:8])[C:5]1[CH:9]=[C:10]([O:11][C:12]([F:14])([F:15])[F:13])[C:2]([Br:1])=[CH:3][C:4]=1[N+:16]([O-:18])=[O:17])[CH3:20], predict the reactants needed to synthesize it. The reactants are: [Br:1][C:2]1[C:10]([O:11][C:12]([F:15])([F:14])[F:13])=[CH:9][C:5]([C:6]([OH:8])=[O:7])=[C:4]([N+:16]([O-:18])=[O:17])[CH:3]=1.[CH2:19](OC(=O)C1C=C(C(F)(F)F)C(Cl)=CC=1N)[CH3:20]. (2) Given the product [CH3:16][N:12]1[C:13]2[C:9](=[CH:8][CH:7]=[C:6]([N+:3]([O-:5])=[O:4])[CH:14]=2)[CH:10]=[N:11]1, predict the reactants needed to synthesize it. The reactants are: [H-].[Na+].[N+:3]([C:6]1[CH:14]=[C:13]2[C:9]([CH:10]=[N:11][NH:12]2)=[CH:8][CH:7]=1)([O-:5])=[O:4].I[CH3:16].